From a dataset of Forward reaction prediction with 1.9M reactions from USPTO patents (1976-2016). Predict the product of the given reaction. (1) Given the reactants [NH2:1][C@H:2]1[C:7]([F:9])([F:8])[CH2:6][CH2:5][CH2:4][C@H:3]1[NH:10][C:11]1[CH:12]=[C:13](Br)[C:14]([C:17]#[N:18])=[N:15][CH:16]=1.Cl.[CH3:21][C:22]1[CH:26]=[C:25]([NH2:27])[S:24][N:23]=1.[O:28](C1C=CC=CC=1)[Na].O.O.O.CC1(C)C2C(=C(P(C3C=CC=CC=3)C3C=CC=CC=3)C=CC=2)OC2C(P(C3C=CC=CC=3)C3C=CC=CC=3)=CC=CC1=2, predict the reaction product. The product is: [NH2:1][C@H:2]1[C:7]([F:9])([F:8])[CH2:6][CH2:5][CH2:4][C@H:3]1[NH:10][C:11]1[CH:12]=[C:13]([NH:27][C:25]2[S:24][N:23]=[C:22]([CH3:21])[CH:26]=2)[C:14]([C:17]([NH2:18])=[O:28])=[N:15][CH:16]=1. (2) Given the reactants [F:1][C:2]1[CH:7]=[C:6]([N+:8]([O-])=O)[CH:5]=[C:4]([F:11])[C:3]=1[N:12]1[CH2:17][CH:16]([CH3:18])[CH2:15][CH:14]([CH3:19])[CH2:13]1.C1COCC1, predict the reaction product. The product is: [CH3:18][CH:16]1[CH2:15][CH:14]([CH3:19])[CH2:13][N:12]([C:3]2[C:4]([F:11])=[CH:5][C:6]([NH2:8])=[CH:7][C:2]=2[F:1])[CH2:17]1. (3) Given the reactants FC(F)(F)C(O)=O.[N:8]([C:11]1[CH:81]=[CH:80][C:14]([CH2:15][O:16][C:17]([NH:19][CH2:20][C@H:21]([S:77][S:78][CH3:79])[CH2:22][CH2:23][C@@H:24]([NH:69]C(OC(C)(C)C)=O)[C:25]([O:27][C@H:28]2[C@@H:32]([OH:33])[C@@H:31]([N:34]3[CH:42]=[N:41][C:40]4[C:35]3=[N:36][CH:37]=[N:38][C:39]=4[NH2:43])[O:30][C@H:29]2[CH2:44][O:45][P:46]([O:49][C@H:50]2[CH2:54][C@H:53]([N:55]3[CH:60]=[CH:59][C:58]([NH2:61])=[N:57][C:56]3=[O:62])[O:52][C@@H:51]2[CH2:63][O:64][P:65]([OH:68])([OH:67])=[O:66])([OH:48])=[O:47])=[O:26])=[O:18])=[CH:13][CH:12]=1)=[N+:9]=[N-:10], predict the reaction product. The product is: [NH2:69][C@H:24]([CH2:23][CH2:22][C@@H:21]([S:77][S:78][CH3:79])[CH2:20][NH:19][C:17]([O:16][CH2:15][C:14]1[CH:13]=[CH:12][C:11]([N:8]=[N+:9]=[N-:10])=[CH:81][CH:80]=1)=[O:18])[C:25]([O:27][C@H:28]1[C@@H:32]([OH:33])[C@@H:31]([N:34]2[CH:42]=[N:41][C:40]3[C:35]2=[N:36][CH:37]=[N:38][C:39]=3[NH2:43])[O:30][C@H:29]1[CH2:44][O:45][P:46]([O:49][C@H:50]1[CH2:54][C@H:53]([N:55]2[CH:60]=[CH:59][C:58]([NH2:61])=[N:57][C:56]2=[O:62])[O:52][C@@H:51]1[CH2:63][O:64][P:65]([OH:68])([OH:67])=[O:66])([OH:48])=[O:47])=[O:26].[NH2:69][C@H:24]([CH2:23][CH2:22][C@@H:21]([S:77][S:78][CH3:79])[CH2:20][NH2:19])[C:25]([O:27][C@H:28]1[C@@H:32]([OH:33])[C@@H:31]([N:34]2[CH:42]=[N:41][C:40]3[C:35]2=[N:36][CH:37]=[N:38][C:39]=3[NH2:43])[O:30][C@H:29]1[CH2:44][O:45][P:46]([O:49][C@H:50]1[CH2:54][C@H:53]([N:55]2[CH:60]=[CH:59][C:58]([NH2:61])=[N:57][C:56]2=[O:62])[O:52][C@@H:51]1[CH2:63][O:64][P:65]([OH:67])([OH:68])=[O:66])([OH:48])=[O:47])=[O:26]. (4) Given the reactants C1C=C[C:4]2[CH:5]=[C:6]([C:11]3[NH:15][CH2:14][CH2:13][N:12]=3)[CH:7]=[CH:8][C:9]=2C=1.CCS(O[C:22]1[CH:23]=[CH:24][C:25]2OC[C:28](C)(C)[C:26]=2[CH:27]=1)(=O)=O.CC(OP(SCCNS(C1C=CC=CC=1)(=O)=O)(OC(C)C)=S)C.CCSC1C=CC(NS(C)(=O)=O)=C(C(F)(F)F)C=1.CCC(NP(OC1C=C(C)C=CC=1[N+]([O-])=O)(OCC)=S)C.CCN(C([N:102]1[N:106]=C(S(C2C(C)=CC(C)=CC=2C)(=O)=O)N=C1)=O)CC.C[O:120]C(C1C(Cl)=C(Cl)C(C(OC)=O)=C(Cl)C=1Cl)=O.CC1C=CC=CC=1CO[C@H]1C2(C)O[C@](C(C)C)(CC2)C1.C1C=C(Cl)C(C#N)=C(Cl)C=1.C1[C@H]2O[C@H]([C@H](C(O)=O)[C@@H]2C(O)=O)C1.CC1C(NC(C)=O)=CC(NS(C(F)(F)F)(=O)=O)=C(C)C=1.CC1C=C(S(C2C=CC=CC=2)(=O)=O)C=CC=1NS(C(F)(F)F)(=O)=O.CCCOP(SCC(N1C(C)CCCC1)=O)(OCCC)=S.C/C(/C1N=CC=CC=1C(O)=O)=N\NC(NC1C=C(F)C=C(F)C=1)=O.C/C(/C1N=CC=CC=1C([O-])=O)=N\NC(NC1C=C(F)C=C(F)C=1)=O.[Na+], predict the reaction product. The product is: [CH3:28][C:26]1[CH:25]=[CH:24][CH:23]=[C:22]([N:102]2[N:106]=[C:14]([C:13]([NH2:12])=[O:120])[N:15]=[C:11]2[C:6]2[CH:5]=[CH:4][CH:9]=[CH:8][CH:7]=2)[CH:27]=1. (5) Given the reactants [Br:1][CH2:2][CH2:3][CH2:4][CH2:5][C:6]([OH:8])=O.S(Cl)(Cl)=O.CN(C)C=O.[I:18][C:19]1[CH:25]=[CH:24][C:22]([NH2:23])=[CH:21][CH:20]=1, predict the reaction product. The product is: [Br:1][CH2:2][CH2:3][CH2:4][CH2:5][C:6]([NH:23][C:22]1[CH:24]=[CH:25][C:19]([I:18])=[CH:20][CH:21]=1)=[O:8]. (6) Given the reactants [CH3:1][O:2][C:3]1[CH:4]=[C:5]([CH:9]=[C:10]([O:12][CH3:13])[CH:11]=1)[C:6]([NH2:8])=[NH:7].[Cl:14][C:15]1[CH:26]=[C:25]([Cl:27])[CH:24]=[CH:23][C:16]=1[CH:17]=[C:18]([C:21]#[N:22])[C:19]#[N:20], predict the reaction product. The product is: [NH2:22][CH2:21][C:18]1[C:19]([NH2:20])=[N:7][C:6]([C:5]2[CH:9]=[C:10]([O:12][CH3:13])[CH:11]=[C:3]([O:2][CH3:1])[CH:4]=2)=[N:8][C:17]=1[C:16]1[CH:23]=[CH:24][C:25]([Cl:27])=[CH:26][C:15]=1[Cl:14]. (7) Given the reactants [Cl:1][C:2]1[CH:7]=[CH:6][C:5]([S:8](Cl)(=[O:10])=[O:9])=[CH:4][CH:3]=1.C(N(CC)CC)C.[CH3:19][O:20][C:21]1[CH:22]=[C:23]([CH:34]=[CH:35][C:36]=1[O:37][CH2:38][CH2:39][C:40]1[S:44][CH:43]=[N:42][C:41]=1[CH3:45])[CH2:24][NH:25][CH:26]1[CH2:32][CH2:31][CH2:30][CH2:29][NH:28][C:27]1=[O:33], predict the reaction product. The product is: [Cl:1][C:2]1[CH:7]=[CH:6][C:5]([S:8]([N:25]([CH2:24][C:23]2[CH:34]=[CH:35][C:36]([O:37][CH2:38][CH2:39][C:40]3[S:44][CH:43]=[N:42][C:41]=3[CH3:45])=[C:21]([O:20][CH3:19])[CH:22]=2)[CH:26]2[CH2:32][CH2:31][CH2:30][CH2:29][NH:28][C:27]2=[O:33])(=[O:10])=[O:9])=[CH:4][CH:3]=1.